This data is from Full USPTO retrosynthesis dataset with 1.9M reactions from patents (1976-2016). The task is: Predict the reactants needed to synthesize the given product. (1) Given the product [CH3:39][O:40][C:3]1[CH:4]=[C:5]([C:15]2[C:16]([C:20]3[CH:25]=[CH:24][CH:23]=[CH:22][CH:21]=3)=[C:11]([O:10][CH3:9])[CH:12]=[CH:13][CH:14]=2)[CH:6]=[CH:7][CH:2]=1, predict the reactants needed to synthesize it. The reactants are: Br[C:2]1[CH:7]=[CH:6][CH:5]=[CH:4][C:3]=1Br.[CH3:9][O:10][C:11]1[CH:12]=[C:13](B(O)O)[CH:14]=[CH:15][CH:16]=1.[C:20]1(P([C:20]2[CH:25]=[CH:24][CH:23]=[CH:22][CH:21]=2)[C:20]2[CH:25]=[CH:24][CH:23]=[CH:22][CH:21]=2)[CH:25]=[CH:24][CH:23]=[CH:22][CH:21]=1.[C:39](=O)([O-])[O-:40].[Na+].[Na+]. (2) Given the product [F:21][C:19]1([F:20])[CH2:18][CH2:17][NH:16][CH2:15][CH:14]1[CH2:13][O:12][C:10]1[C:5]2=[N:6][CH:7]=[CH:8][N:9]=[C:4]2[CH:3]=[C:2]([C:33]2[CH:32]=[N:31][N:30]([CH3:29])[CH:34]=2)[N:11]=1, predict the reactants needed to synthesize it. The reactants are: Cl[C:2]1[N:11]=[C:10]([O:12][CH2:13][CH:14]2[C:19]([F:21])([F:20])[CH2:18][CH2:17][N:16](C(OC(C)(C)C)=O)[CH2:15]2)[C:5]2=[N:6][CH:7]=[CH:8][N:9]=[C:4]2[CH:3]=1.[CH3:29][N:30]1[CH:34]=[C:33](B2OC(C)(C)C(C)(C)O2)[CH:32]=[N:31]1.C(=O)([O-])[O-].[Cs+].[Cs+].FC(F)(F)C(O)=O.